This data is from Peptide-MHC class I binding affinity with 185,985 pairs from IEDB/IMGT. The task is: Regression. Given a peptide amino acid sequence and an MHC pseudo amino acid sequence, predict their binding affinity value. This is MHC class I binding data. (1) The peptide sequence is SAYLISIFLH. The MHC is HLA-A11:01 with pseudo-sequence HLA-A11:01. The binding affinity (normalized) is 0.205. (2) The peptide sequence is FPRIWLHGL. The MHC is HLA-B15:01 with pseudo-sequence HLA-B15:01. The binding affinity (normalized) is 0.0997. (3) The peptide sequence is DHIPIINTL. The MHC is HLA-A02:16 with pseudo-sequence HLA-A02:16. The binding affinity (normalized) is 0.0847. (4) The peptide sequence is CVRNLEELTT. The MHC is HLA-A02:01 with pseudo-sequence HLA-A02:01. The binding affinity (normalized) is 0.00935. (5) The peptide sequence is LPVEYLQVP. The MHC is HLA-B07:02 with pseudo-sequence HLA-B07:02. The binding affinity (normalized) is 0.183. (6) The peptide sequence is DVLPFDIKY. The MHC is HLA-A11:01 with pseudo-sequence HLA-A11:01. The binding affinity (normalized) is 0.112.